From a dataset of HIV replication inhibition screening data with 41,000+ compounds from the AIDS Antiviral Screen. Binary Classification. Given a drug SMILES string, predict its activity (active/inactive) in a high-throughput screening assay against a specified biological target. (1) The molecule is N#CC(=Cc1ccccc1)S(=O)(=O)C(C#N)=Cc1ccc(O)c(O)c1. The result is 0 (inactive). (2) The molecule is O=C(CCc1ccc(O)c(O)c1)NCCc1ccccc1. The result is 0 (inactive). (3) The compound is CCOC(=O)c1ccc(N2N=NC3C4CC(C5CCCC54)C32)cc1. The result is 0 (inactive). (4) The result is 0 (inactive). The compound is COc1cc(C)c(Br)c2ccc(Br)c(O)c12.